Task: Predict the product of the given reaction.. Dataset: Forward reaction prediction with 1.9M reactions from USPTO patents (1976-2016) Given the reactants [Br:1][C:2]1[CH:7]=[CH:6][C:5]([CH2:8][C:9]([C:11]2[CH:12]=[C:13]([F:23])[C:14]3[O:19][CH2:18][C:17](=[O:20])[N:16]([CH3:21])[C:15]=3[CH:22]=2)=[O:10])=[C:4]([Cl:24])[CH:3]=1.[H-].[Na+].[CH3:27]I, predict the reaction product. The product is: [Br:1][C:2]1[CH:7]=[CH:6][C:5]([CH:8]([CH3:27])[C:9]([C:11]2[CH:12]=[C:13]([F:23])[C:14]3[O:19][CH2:18][C:17](=[O:20])[N:16]([CH3:21])[C:15]=3[CH:22]=2)=[O:10])=[C:4]([Cl:24])[CH:3]=1.